From a dataset of Catalyst prediction with 721,799 reactions and 888 catalyst types from USPTO. Predict which catalyst facilitates the given reaction. (1) Reactant: [OH:1][C@@H:2]1[CH2:6][CH2:5][O:4][CH2:3]1.[H-].[Na+].[H][H].[Br:11][C:12]1[C:13](Cl)=[N:14][C:15]([Cl:18])=[N:16][CH:17]=1. Product: [Br:11][C:12]1[C:13]([O:1][C@@H:2]2[CH2:6][CH2:5][O:4][CH2:3]2)=[N:14][C:15]([Cl:18])=[N:16][CH:17]=1. The catalyst class is: 1. (2) Reactant: [CH2:1]([C:8]1[C:9]2[CH2:30][NH:29][CH2:28][CH2:27][C:10]=2[N:11]=[C:12]([NH:14][C:15]2[CH:20]=[CH:19][C:18]([N:21]3[CH:25]=[CH:24][N:23]=[C:22]3[CH3:26])=[CH:17][CH:16]=2)[N:13]=1)[C:2]1[CH:7]=[CH:6][CH:5]=[CH:4][CH:3]=1.[C:31](O)(=[O:33])[CH3:32].C(O)C=O.C([BH3-])#N.[Na+]. Product: [CH2:1]([C:8]1[C:9]2[CH2:30][N:29]([CH2:32][CH2:31][OH:33])[CH2:28][CH2:27][C:10]=2[N:11]=[C:12]([NH:14][C:15]2[CH:16]=[CH:17][C:18]([N:21]3[CH:25]=[CH:24][N:23]=[C:22]3[CH3:26])=[CH:19][CH:20]=2)[N:13]=1)[C:2]1[CH:3]=[CH:4][CH:5]=[CH:6][CH:7]=1. The catalyst class is: 5. (3) Reactant: [Cl:1][C:2]1[C:7]2[N:8]=[C:9]([C:11]3[C:20](=[O:21])[O:19][C:18]4[CH:17]=[C:16]([N:22]5[CH2:27][CH2:26][N:25](C(OC(C)(C)C)=O)[CH2:24][CH2:23]5)[N:15]=[CH:14][C:13]=4[CH:12]=3)[S:10][C:6]=2[CH:5]=[CH:4][CH:3]=1.Cl. Product: [ClH:1].[Cl:1][C:2]1[C:7]2[N:8]=[C:9]([C:11]3[C:20](=[O:21])[O:19][C:18]4[CH:17]=[C:16]([N:22]5[CH2:27][CH2:26][NH:25][CH2:24][CH2:23]5)[N:15]=[CH:14][C:13]=4[CH:12]=3)[S:10][C:6]=2[CH:5]=[CH:4][CH:3]=1. The catalyst class is: 135. (4) Reactant: [CH2:1]([C:3]1[C:8]([B:9]2[O:13][C:12]([CH3:15])([CH3:14])[C:11]([CH3:17])([CH3:16])[O:10]2)=[CH:7][CH:6]=[CH:5][C:4]=1[OH:18])[CH3:2].C(=O)([O-])[O-].[K+].[K+].Br[CH2:26][CH2:27][CH2:28][C:29]([O:31][CH2:32][CH3:33])=[O:30]. Product: [CH2:1]([C:3]1[C:8]([B:9]2[O:10][C:11]([CH3:17])([CH3:16])[C:12]([CH3:15])([CH3:14])[O:13]2)=[CH:7][CH:6]=[CH:5][C:4]=1[O:18][CH2:26][CH2:27][CH2:28][C:29]([O:31][CH2:32][CH3:33])=[O:30])[CH3:2]. The catalyst class is: 10. (5) Reactant: C[Al](C)C.[F:5][C:6]1[CH:7]=[C:8]([CH:11]=[CH:12][CH:13]=1)[CH2:9][NH2:10].C([O:16][C:17]([C:19]1[C:20]([S:34][CH2:35][CH3:36])=[N:21][C:22]2[C:27]([C:28]=1[OH:29])=[CH:26][CH:25]=[C:24]([C:30]([F:33])([F:32])[F:31])[CH:23]=2)=O)C.CCCCCC. Product: [CH2:35]([S:34][C:20]1[C:19]([C:17]([NH:10][CH2:9][C:8]2[CH:11]=[CH:12][CH:13]=[C:6]([F:5])[CH:7]=2)=[O:16])=[C:28]([OH:29])[C:27]2[C:22](=[CH:23][C:24]([C:30]([F:33])([F:31])[F:32])=[CH:25][CH:26]=2)[N:21]=1)[CH3:36]. The catalyst class is: 93. (6) Reactant: [CH2:1]([O:8][CH:9]1[CH2:14][CH:13]([O:15][Si:16]([C:19]([CH3:22])([CH3:21])[CH3:20])([CH3:18])[CH3:17])[C:12](=[CH:23][C:24]#N)[CH:11]([O:26][Si:27]([C:30]([CH3:33])([CH3:32])[CH3:31])([CH3:29])[CH3:28])[CH2:10]1)[C:2]1[CH:7]=[CH:6][CH:5]=[CH:4][CH:3]=1.[H-].C([Al+]CC(C)C)C(C)C.C(C(C(C([O-])=O)O)O)([O-])=[O:45].[Na+].[K+]. Product: [CH2:1]([O:8][CH:9]1[CH2:14][CH:13]([O:15][Si:16]([C:19]([CH3:22])([CH3:21])[CH3:20])([CH3:18])[CH3:17])[C:12](=[CH:23][CH:24]=[O:45])[CH:11]([O:26][Si:27]([C:30]([CH3:33])([CH3:32])[CH3:31])([CH3:29])[CH3:28])[CH2:10]1)[C:2]1[CH:7]=[CH:6][CH:5]=[CH:4][CH:3]=1. The catalyst class is: 11. (7) Reactant: [CH3:1][C:2]1([CH3:23])[O:6][CH:5]([CH2:7][O:8][C:9]2[CH:14]=[CH:13][C:12]([C:15]3[O:19][N:18]=[C:17]([C:20]([OH:22])=O)[CH:16]=3)=[CH:11][CH:10]=2)[CH2:4][O:3]1.CCN(C(C)C)C(C)C.CN(C(ON1N=NC2C=CC=NC1=2)=[N+](C)C)C.F[P-](F)(F)(F)(F)F.[Cl:57][C:58]1[CH:59]=[C:60]([CH:62]=[CH:63][C:64]=1[O:65][CH:66]([CH3:68])[CH3:67])[NH2:61]. Product: [Cl:57][C:58]1[CH:59]=[C:60]([NH:61][C:20]([C:17]2[CH:16]=[C:15]([C:12]3[CH:11]=[CH:10][C:9]([O:8][CH2:7][C@H:5]4[CH2:4][O:3][C:2]([CH3:1])([CH3:23])[O:6]4)=[CH:14][CH:13]=3)[O:19][N:18]=2)=[O:22])[CH:62]=[CH:63][C:64]=1[O:65][CH:66]([CH3:67])[CH3:68]. The catalyst class is: 31.